Dataset: Reaction yield outcomes from USPTO patents with 853,638 reactions. Task: Predict the reaction yield, written as a fraction of the theoretical maximum amount of product (1.0 means a 100% yield; for example, 0.34 means a 34% yield). (1) The reactants are [O:1]1[CH2:6][CH2:5][CH2:4][CH2:3][CH:2]1[O:7][CH2:8][CH2:9][CH2:10][CH2:11][CH2:12][OH:13].[H-].[Na+].[Br:16][CH2:17][CH2:18][CH2:19][CH2:20]Br.O. The catalyst is C1COCC1. The product is [Br:16][CH2:17][CH2:18][CH2:19][CH2:20][O:13][CH2:12][CH2:11][CH2:10][CH2:9][CH2:8][O:7][CH:2]1[CH2:3][CH2:4][CH2:5][CH2:6][O:1]1. The yield is 0.240. (2) The reactants are Br[C:2]1[S:6][C:5]([NH:7][C:8]([NH:10][C:11]2[C:16]([Cl:17])=[CH:15][C:14]([O:18][C:19]([F:22])([F:21])[F:20])=[CH:13][C:12]=2[Cl:23])=[O:9])=[C:4]([C:24]([O:26][C:27]([CH3:30])([CH3:29])[CH3:28])=[O:25])[CH:3]=1.[CH3:31][O:32][C:33]1[CH:38]=[CH:37][C:36](B(O)O)=[CH:35][CH:34]=1.C([O-])([O-])=O.[Na+].[Na+]. The catalyst is COCCOC.Cl[Pd](Cl)([P](C1C=CC=CC=1)(C1C=CC=CC=1)C1C=CC=CC=1)[P](C1C=CC=CC=1)(C1C=CC=CC=1)C1C=CC=CC=1. The product is [Cl:23][C:12]1[CH:13]=[C:14]([O:18][C:19]([F:22])([F:21])[F:20])[CH:15]=[C:16]([Cl:17])[C:11]=1[NH:10][C:8]([NH:7][C:5]1[S:6][C:2]([C:36]2[CH:37]=[CH:38][C:33]([O:32][CH3:31])=[CH:34][CH:35]=2)=[CH:3][C:4]=1[C:24]([O:26][C:27]([CH3:30])([CH3:29])[CH3:28])=[O:25])=[O:9]. The yield is 0.660. (3) The reactants are [C:1]([O:8][CH3:9])(=[O:7])/[CH:2]=[CH:3]/[C:4]([OH:6])=[O:5].[C:10]([O:18][CH2:19][CH2:20]Cl)(=[O:17])/[CH:11]=[CH:12]/[C:13]([O:15][CH3:16])=[O:14]. The catalyst is CN1C(=O)CCC1. The product is [C:4]([O:6][CH2:20][CH2:19][O:18][C:10](=[O:17])/[CH:11]=[CH:12]/[C:13]([O:15][CH3:16])=[O:14])(=[O:5])/[CH:3]=[CH:2]/[C:1]([O:8][CH3:9])=[O:7]. The yield is 0.170. (4) The product is [NH:18]([C:9]1[N:8]=[C:7]([C:2]2[CH:3]=[CH:4][CH:5]=[CH:6][N:1]=2)[CH:12]=[CH:11][N:10]=1)[NH2:19]. The catalyst is P(Cl)(Cl)(Cl)=O.C(Cl)Cl.CO. The yield is 0.300. The reactants are [N:1]1[CH:6]=[CH:5][CH:4]=[CH:3][C:2]=1[C:7]1[CH:12]=[CH:11][NH:10][C:9](=O)[N:8]=1.O.[OH-].[Na+].O.[NH2:18][NH2:19]. (5) The reactants are [S:1]1[CH2:5][CH2:4][CH:3]([C:6]2[CH:7]=[CH:8][C:9]([C:12]([F:15])([F:14])[F:13])=[N:10][CH:11]=2)[CH2:2]1.[N:16]#[C:17][NH2:18].C(O)(=O)C.C(O)(=O)C.IC1C=CC=CC=1. The catalyst is CC#N. The product is [F:14][C:12]([F:15])([F:13])[C:9]1[N:10]=[CH:11][C:6]([CH:3]2[CH2:4][CH2:5][S:1](=[N:18][C:17]#[N:16])[CH2:2]2)=[CH:7][CH:8]=1. The yield is 0.884. (6) The reactants are Br[CH2:2][CH2:3][CH2:4][CH2:5][CH2:6][C:7]([O:9][CH2:10][CH3:11])=[O:8].[S:12]([O-:15])([O-:14])=[O:13].[Na+:16].[Na+]. The catalyst is C(O)C.O. The product is [CH2:10]([O:9][C:7](=[O:8])[CH2:6][CH2:5][CH2:4][CH2:3][CH2:2][S:12]([O-:15])(=[O:14])=[O:13])[CH3:11].[Na+:16]. The yield is 0.990.